From a dataset of Forward reaction prediction with 1.9M reactions from USPTO patents (1976-2016). Predict the product of the given reaction. (1) Given the reactants Cl[C:2]1[CH:9]=[C:8]([O:10][CH2:11][CH3:12])[C:5]([C:6]#[N:7])=[CH:4][N:3]=1.[Br:13][C:14]1[CH:21]=[CH:20][C:19]([OH:22])=[CH:18][C:15]=1[CH:16]=[O:17].C([O-])([O-])=O.[K+].[K+], predict the reaction product. The product is: [Br:13][C:14]1[CH:21]=[CH:20][C:19]([O:22][C:2]2[CH:9]=[C:8]([O:10][CH2:11][CH3:12])[C:5]([C:6]#[N:7])=[CH:4][N:3]=2)=[CH:18][C:15]=1[CH:16]=[O:17]. (2) Given the reactants [NH2:1][C:2]1[CH:3]=[CH:4][C:5]([Br:13])=[C:6]2[C:10]=1[C:9](=[O:11])[N:8]([CH3:12])[CH2:7]2.[C:14]([O:18][C:19](O[C:19]([O:18][C:14]([CH3:17])([CH3:16])[CH3:15])=[O:20])=[O:20])([CH3:17])([CH3:16])[CH3:15], predict the reaction product. The product is: [Br:13][C:5]1[CH:4]=[CH:3][C:2]([N:1]([C:19]([O:18][C:14]([CH3:17])([CH3:16])[CH3:15])=[O:20])[C:19]([O:18][C:14]([CH3:17])([CH3:16])[CH3:15])=[O:20])=[C:10]2[C:6]=1[CH2:7][N:8]([CH3:12])[C:9]2=[O:11]. (3) Given the reactants [NH2:1][CH:2]1[C:8]2=[N:9][C:10]([C:14]3[CH:19]=[CH:18][N:17]=[CH:16][N:15]=3)=[CH:11][C:12](=[O:13])[N:7]2[CH2:6][CH2:5][O:4][CH2:3]1.[Cl:20][C:21]1[CH:29]=[CH:28][C:24]([C:25](O)=[O:26])=[C:23]([O:30][CH3:31])[CH:22]=1.C(P(=O)(OCC)OCC)#N.C(N(CC)CC)C, predict the reaction product. The product is: [Cl:20][C:21]1[CH:29]=[CH:28][C:24]([C:25]([NH:1][CH:2]2[C:8]3=[N:9][C:10]([C:14]4[CH:19]=[CH:18][N:17]=[CH:16][N:15]=4)=[CH:11][C:12](=[O:13])[N:7]3[CH2:6][CH2:5][O:4][CH2:3]2)=[O:26])=[C:23]([O:30][CH3:31])[CH:22]=1. (4) Given the reactants [Br:1][C:2]1[N:7]=[C:6]([CH:8]=O)[CH:5]=[CH:4][CH:3]=1.[CH:10]([C:13]1[N:17]=[C:16]([CH2:18][NH2:19])[O:15][N:14]=1)([CH3:12])[CH3:11].C(O[BH-](OC(=O)C)OC(=O)C)(=O)C.[Na+].C(=O)(O)[O-].[Na+].C(=O)([O-])[O-].[Na+].[Na+], predict the reaction product. The product is: [Br:1][C:2]1[N:7]=[C:6]([CH2:8][NH:19][CH2:18][C:16]2[O:15][N:14]=[C:13]([CH:10]([CH3:12])[CH3:11])[N:17]=2)[CH:5]=[CH:4][CH:3]=1.